Dataset: Full USPTO retrosynthesis dataset with 1.9M reactions from patents (1976-2016). Task: Predict the reactants needed to synthesize the given product. (1) Given the product [Cl:1][C:2]1[CH:7]=[C:6]([F:8])[CH:5]=[CH:4][C:3]=1[C:9]1[N:13]([CH3:14])[N:12]=[C:11]([CH3:15])[C:10]=1[C:16]([OH:18])=[O:17], predict the reactants needed to synthesize it. The reactants are: [Cl:1][C:2]1[CH:7]=[C:6]([F:8])[CH:5]=[CH:4][C:3]=1[C:9]1[N:13]([CH3:14])[N:12]=[C:11]([CH3:15])[C:10]=1[C:16]([O:18]C)=[O:17].[OH-].[Na+].Cl. (2) Given the product [N:21]1([C:8]2[CH:9]=[CH:10][C:5]([CH2:4][C@@H:3]([NH:12][C:13](=[O:19])[O:14][C:15]([CH3:18])([CH3:17])[CH3:16])[C:2]([NH2:1])=[O:20])=[CH:6][CH:7]=2)[CH:25]=[CH:24][N:23]=[CH:22]1, predict the reactants needed to synthesize it. The reactants are: [NH2:1][C:2](=[O:20])[C@H:3]([NH:12][C:13](=[O:19])[O:14][C:15]([CH3:18])([CH3:17])[CH3:16])[CH2:4][C:5]1[CH:10]=[CH:9][C:8](I)=[CH:7][CH:6]=1.[NH:21]1[CH:25]=[CH:24][N:23]=[CH:22]1.OC1C=CC=C2C=1N=CC=C2.C([O-])([O-])=O.[K+].[K+].